This data is from Forward reaction prediction with 1.9M reactions from USPTO patents (1976-2016). The task is: Predict the product of the given reaction. Given the reactants Cl.[OH:2][C:3]1[C:12]([CH3:13])=[C:11]2[C:6]([C:7](=[O:20])[C:8]([CH3:19])=[C:9]([C@H:14]3[CH2:18][CH2:17][CH2:16][NH:15]3)[O:10]2)=[CH:5][CH:4]=1.C=O.S([O-])([O-])(=O)=O.[Mg+2].[C:29](O)(=O)C.C([BH3-])#N.[Na+], predict the reaction product. The product is: [OH:2][C:3]1[C:12]([CH3:13])=[C:11]2[C:6]([C:7](=[O:20])[C:8]([CH3:19])=[C:9]([C@H:14]3[CH2:18][CH2:17][CH2:16][N:15]3[CH3:29])[O:10]2)=[CH:5][CH:4]=1.